From a dataset of Catalyst prediction with 721,799 reactions and 888 catalyst types from USPTO. Predict which catalyst facilitates the given reaction. (1) Reactant: [CH2:1]([O:3][C:4]1[CH:11]=[C:10]([O:12][CH2:13][CH3:14])[CH:9]=[CH:8][C:5]=1[C:6]#[N:7])[CH3:2].[Br:15]Br. Product: [CH2:1]([O:3][C:4]1[CH:11]=[C:10]([O:12][CH2:13][CH3:14])[C:9]([Br:15])=[CH:8][C:5]=1[C:6]#[N:7])[CH3:2]. The catalyst class is: 22. (2) Reactant: C1(O[C:8](=[O:27])[NH:9][C:10]2[CH:15]=[C:14]([O:16][C:17]3[CH:22]=[CH:21][C:20]([N+:23]([O-:25])=[O:24])=[CH:19][C:18]=3[F:26])[N:13]=[CH:12][N:11]=2)C=CC=CC=1.[NH2:28][CH:29]1[CH2:34][CH2:33][N:32]([CH3:35])[CH2:31][CH2:30]1. Product: [F:26][C:18]1[CH:19]=[C:20]([N+:23]([O-:25])=[O:24])[CH:21]=[CH:22][C:17]=1[O:16][C:14]1[N:13]=[CH:12][N:11]=[C:10]([NH:9][C:8]([NH:28][CH:29]2[CH2:34][CH2:33][N:32]([CH3:35])[CH2:31][CH2:30]2)=[O:27])[CH:15]=1. The catalyst class is: 9. (3) Reactant: C(OC(=O)[NH:7][C@H:8]1[C@H:17]([O:18][CH3:19])[CH2:16][C:15]2[C:10](=[CH:11][C:12]([C:20](=[O:22])[NH2:21])=[CH:13][CH:14]=2)[C:9]1([CH3:24])[CH3:23])(C)(C)C.[ClH:26].O1CCOCC1. Product: [ClH:26].[NH2:7][CH:8]1[C:9]([CH3:24])([CH3:23])[C:10]2[CH:11]=[C:12]([C:20]([NH2:21])=[O:22])[CH:13]=[CH:14][C:15]=2[CH2:16][CH:17]1[O:18][CH3:19]. The catalyst class is: 2. (4) Reactant: [F:1][C:2]1[CH:7]=[CH:6][C:5]([N:8]2[CH:12]=[C:11]([C:13](O)=O)[N:10]=C2)=[CH:4][CH:3]=1.[CH4:16].O1[CH2:22][CH2:21]OCC1. Product: [C:13]([C:11]1[N:10]=[C:21]([CH3:22])[N:8]([C:5]2[CH:4]=[CH:3][C:2]([F:1])=[CH:7][CH:6]=2)[CH:12]=1)#[CH:16]. The catalyst class is: 74. (5) Reactant: [OH:1][C:2]1[CH:7]=[CH:6][C:5](/[CH:8]=[CH:9]/[C:10](=[O:25])[CH2:11][C:12](=[O:24])/[CH:13]=[CH:14]/[C:15]2[CH:20]=[CH:19][C:18]([OH:21])=[C:17]([O:22][CH3:23])[CH:16]=2)=[CH:4][C:3]=1[O:26][CH3:27].[C:28]([O-])([O-])=O.[K+].[K+].COS(=O)(=O)OC. The catalyst class is: 95. Product: [CH3:27][O:26][C:3]1[CH:4]=[C:5](/[CH:8]=[CH:9]/[C:10](=[O:25])[CH2:11][C:12](=[O:24])/[CH:13]=[CH:14]/[C:15]2[CH:20]=[CH:19][C:18]([OH:21])=[C:17]([O:22][CH3:23])[CH:16]=2)[CH:6]=[CH:7][C:2]=1[O:1][CH3:28]. (6) Reactant: [N+:1]([C:4]1[CH:10]=[CH:9][C:7]([NH2:8])=[CH:6][C:5]=1[C:11]([F:14])([F:13])[F:12])([O-:3])=[O:2].[O:15]1[C:19](=[O:20])[CH2:18][CH2:17][C:16]1=[O:21]. Product: [N+:1]([C:4]1[CH:10]=[CH:9][C:7]([NH:8][C:19](=[O:20])[CH2:18][CH2:17][C:16]([OH:21])=[O:15])=[CH:6][C:5]=1[C:11]([F:12])([F:13])[F:14])([O-:3])=[O:2]. The catalyst class is: 11. (7) Reactant: [NH:1]1[CH2:6][CH2:5][NH:4][CH2:3][CH2:2]1.[F:7][C:8]1[CH:9]=[C:10]([N+:16]([O-:18])=[O:17])[CH:11]=[C:12]([F:15])[C:13]=1F. Product: [F:7][C:8]1[CH:9]=[C:10]([N+:16]([O-:18])=[O:17])[CH:11]=[C:12]([F:15])[C:13]=1[N:1]1[CH2:6][CH2:5][NH:4][CH2:3][CH2:2]1. The catalyst class is: 10. (8) Reactant: [CH3:1][O:2][C:3]1[CH:8]=[CH:7][C:6]([CH2:9][C:10]([C:12]2[CH:21]=[CH:20][CH:19]=[CH:18][C:13]=2[C:14]([NH:16]C)=[O:15])=O)=[CH:5][CH:4]=1.[NH2:22]N. Product: [CH3:1][O:2][C:3]1[CH:8]=[CH:7][C:6]([CH2:9][C:10]2[C:12]3[C:13](=[CH:18][CH:19]=[CH:20][CH:21]=3)[C:14](=[O:15])[NH:16][N:22]=2)=[CH:5][CH:4]=1. The catalyst class is: 14. (9) Reactant: [OH:1][C:2]1[CH:7]=[C:6]([CH3:8])[C:5]([NH:9][CH:10]=[O:11])=[C:4]([CH3:12])[C:3]=1[CH3:13].[H-].[Na+].Br[CH2:17][C:18]([CH3:27])=[CH:19][C:20]1[CH:25]=[CH:24][C:23]([CH3:26])=[CH:22][CH:21]=1.O. Product: [CH3:12][C:4]1[C:3]([CH3:13])=[C:2]([O:1][CH2:17][C:18]([CH3:27])=[CH:19][C:20]2[CH:21]=[CH:22][C:23]([CH3:26])=[CH:24][CH:25]=2)[CH:7]=[C:6]([CH3:8])[C:5]=1[NH:9][CH:10]=[O:11]. The catalyst class is: 9. (10) Reactant: C(=O)([O-])[O-].[Cs+].[Cs+].C(O[C:18]([CH3:21])([CH3:20])C)(=O)CC(OC(C)(C)C)=O.[Br:22][C:23]1[N:24]=[C:25](Cl)[C:26]2[N:27](C(C)=[N:30][N:31]=2)[CH:28]=1.Cl. Product: [Br:22][C:23]1[N:24]=[C:18]([CH3:20])[C:21]2[N:27]([C:26]([CH3:25])=[N:31][N:30]=2)[CH:28]=1. The catalyst class is: 37.